From a dataset of Full USPTO retrosynthesis dataset with 1.9M reactions from patents (1976-2016). Predict the reactants needed to synthesize the given product. (1) Given the product [CH:15]1([O:20][C:21](=[O:34])[C@@H:22]([NH:26][C:27]([O:29][C:30]([CH3:33])([CH3:32])[CH3:31])=[O:28])[CH2:23][CH2:24][O:14][C:8]2[CH:7]=[C:6]3[C:11]([C:2]([Cl:1])=[CH:3][CH:4]=[N:5]3)=[CH:10][C:9]=2[O:12][CH3:13])[CH2:16][CH2:17][CH2:18][CH2:19]1, predict the reactants needed to synthesize it. The reactants are: [Cl:1][C:2]1[C:11]2[C:6](=[CH:7][C:8]([OH:14])=[C:9]([O:12][CH3:13])[CH:10]=2)[N:5]=[CH:4][CH:3]=1.[CH:15]1([O:20][C:21](=[O:34])[C@@H:22]([NH:26][C:27]([O:29][C:30]([CH3:33])([CH3:32])[CH3:31])=[O:28])[CH2:23][CH2:24]Br)[CH2:19][CH2:18][CH2:17][CH2:16]1.C(=O)([O-])[O-].[K+].[K+]. (2) Given the product [Cl:53][C:4]1[CH:5]=[CH:6][C:1]([N:7]2[C:12](=[O:13])[C:11]3[S:14][CH:15]=[C:16]([C:17]4[CH:18]=[CH:19][C:20]5[C:21](=[CH:25][CH:24]=[CH:28][CH:29]=5)[CH:22]=4)[C:10]=3[N:9]=[CH:8]2)=[CH:2][CH:3]=1, predict the reactants needed to synthesize it. The reactants are: [C:1]1([N:7]2[C:12](=[O:13])[C:11]3[S:14][CH:15]=[C:16]([C:17]4[CH:22]=[CH:21][CH:20]=[CH:19][CH:18]=4)[C:10]=3[N:9]=[CH:8]2)[CH:6]=[CH:5][CH:4]=[CH:3][CH:2]=1.N[C:24]1[C:28]([C:29]2C=CC3C(=CC=CC=3)C=2)=CS[C:25]=1C(OC)=O.C(OCC)(OCC)OCC.[Cl:53]C1C=CC(N)=CC=1. (3) Given the product [CH2:8]([C:7]1([CH:13]2[CH2:14][CH2:15][CH2:16][CH2:17]2)[O:20][C:3](=[O:2])[CH:4]([Cl:19])[C:5](=[O:18])[CH2:6]1)[CH2:9][C:10]#[CH:11], predict the reactants needed to synthesize it. The reactants are: C[O:2][C:3](=[O:20])[CH:4]([Cl:19])[C:5](=[O:18])[CH2:6][C:7]([CH:13]1[CH2:17][CH2:16][CH2:15][CH2:14]1)(O)[CH2:8][CH2:9][C:10]#[CH:11].C([O-])([O-])=O.[K+].[K+]. (4) Given the product [OH:8][C:9]1[CH:10]=[CH:11][C:12]([N:15]([CH3:63])[C:16]([C:18]2[CH:19]=[C:20]([C:27]3[CH:28]=[C:29]4[C:33](=[CH:34][C:35]=3[C:36]([N:38]3[C@H:47]([CH3:48])[CH2:46][C:45]5[C:40](=[CH:41][CH:42]=[CH:43][CH:44]=5)[CH2:39]3)=[O:37])[CH2:32][N:31]([C:49](=[O:62])[CH2:50][C:51]3[N:52]=[C:53]([C:56]5[CH:61]=[N:60][CH:59]=[CH:58][N:57]=5)[S:54][CH:55]=3)[CH2:30]4)[N:21]3[C:26]=2[CH2:25][CH2:24][CH2:23][CH2:22]3)=[O:17])=[CH:13][CH:14]=1, predict the reactants needed to synthesize it. The reactants are: C([O:8][C:9]1[CH:14]=[CH:13][C:12]([N:15]([CH3:63])[C:16]([C:18]2[CH:19]=[C:20]([C:27]3[CH:28]=[C:29]4[C:33](=[CH:34][C:35]=3[C:36]([N:38]3[C@H:47]([CH3:48])[CH2:46][C:45]5[C:40](=[CH:41][CH:42]=[CH:43][CH:44]=5)[CH2:39]3)=[O:37])[CH2:32][N:31]([C:49](=[O:62])[CH2:50][C:51]3[N:52]=[C:53]([C:56]5[CH:61]=[N:60][CH:59]=[CH:58][N:57]=5)[S:54][CH:55]=3)[CH2:30]4)[N:21]3[C:26]=2[CH2:25][CH2:24][CH2:23][CH2:22]3)=[O:17])=[CH:11][CH:10]=1)C1C=CC=CC=1.B(Cl)(Cl)Cl. (5) The reactants are: [Cl:1][C:2]1[CH:3]=[C:4]([S:9][C:10]2[N:14]([CH2:15][C:16]3[CH:21]=[CH:20][N:19]=[CH:18][CH:17]=3)[C:13]([CH3:22])=[C:12](C(O)=O)[C:11]=2[CH:26]([CH3:28])[CH3:27])[CH:5]=[C:6]([Cl:8])[CH:7]=1.CCN=C=NCCCN(C)C.C1C=CC2N(O)N=NC=2C=1.Cl.COC1C=C(OC)C=C(OC)C=1CN.C(N1CCOCC1)C. Given the product [Cl:1][C:2]1[CH:3]=[C:4]([S:9][C:10]2[N:14]([CH2:15][C:16]3[CH:21]=[CH:20][N:19]=[CH:18][CH:17]=3)[C:13]([CH3:22])=[CH:12][C:11]=2[CH:26]([CH3:28])[CH3:27])[CH:5]=[C:6]([Cl:8])[CH:7]=1, predict the reactants needed to synthesize it. (6) Given the product [CH3:1][C:2]1([N:8]2[C:19]3[C:11](=[CH:12][N:13]=[C:14]4[C:18]=3[CH:17]=[CH:16][NH:15]4)[N:10]=[N:9]2)[CH2:7][CH2:6][N:5]([CH2:22][CH2:21][C:20]#[N:23])[CH2:4][CH2:3]1, predict the reactants needed to synthesize it. The reactants are: [CH3:1][C:2]1([N:8]2[C:19]3[C:11](=[CH:12][N:13]=[C:14]4[C:18]=3[CH:17]=[CH:16][NH:15]4)[N:10]=[N:9]2)[CH2:7][CH2:6][NH:5][CH2:4][CH2:3]1.[C:20](#[N:23])[CH:21]=[CH2:22]. (7) The reactants are: C(OC(=O)[NH:10][C@H:11]1[CH2:16][CH2:15][C@H:14]([CH2:17][NH:18][C:19]2[N:28]=[C:27]([N:29]([CH3:31])[CH3:30])[C:26]3[C:21](=[CH:22][CH:23]=[CH:24][CH:25]=3)[N:20]=2)[CH2:13][CH2:12]1)C1C=CC=CC=1. Given the product [NH2:10][C@H:11]1[CH2:16][CH2:15][C@H:14]([CH2:17][NH:18][C:19]2[N:28]=[C:27]([N:29]([CH3:31])[CH3:30])[C:26]3[C:21](=[CH:22][CH:23]=[CH:24][CH:25]=3)[N:20]=2)[CH2:13][CH2:12]1, predict the reactants needed to synthesize it.